Dataset: Forward reaction prediction with 1.9M reactions from USPTO patents (1976-2016). Task: Predict the product of the given reaction. (1) Given the reactants [CH3:1][O:2][N:3]=[CH:4][C:5]1[CH:10]=[CH:9][C:8]([F:11])=[C:7]([C:12]#[N:13])[CH:6]=1.C([BH3-])#N.[Na+], predict the reaction product. The product is: [C:12]([C:7]1[CH:6]=[C:5]([CH:10]=[CH:9][C:8]=1[F:11])[CH2:4][NH:3][O:2][CH3:1])#[N:13]. (2) Given the reactants [NH:1]1[C:5]2[CH:6]=[CH:7][CH:8]=[CH:9][C:4]=2[N:3]=[C:2]1[C:10]([C:12]1[CH:17]=[CH:16][C:15]([O:18][C:19]2[C:24](Br)=[CH:23][CH:22]=[CH:21][N:20]=2)=[CH:14][CH:13]=1)=[O:11].[C:26]([C:28]1[CH:33]=[CH:32][C:31](B(O)O)=[CH:30][CH:29]=1)#[N:27].O.C(=O)([O-])[O-].[Na+].[Na+], predict the reaction product. The product is: [NH:1]1[C:5]2[CH:6]=[CH:7][CH:8]=[CH:9][C:4]=2[N:3]=[C:2]1[C:10]([C:12]1[CH:17]=[CH:16][C:15]([O:18][C:19]2[C:24]([C:31]3[CH:32]=[CH:33][C:28]([C:26]#[N:27])=[CH:29][CH:30]=3)=[CH:23][CH:22]=[CH:21][N:20]=2)=[CH:14][CH:13]=1)=[O:11]. (3) Given the reactants [Br:1][C:2]1[S:24][C:5]2[CH2:6][CH2:7][C:8]3[C:9]([C:21](O)=[O:22])=[N:10][N:11]([C:13]4[CH:18]=[CH:17][C:16]([Cl:19])=[CH:15][C:14]=4[Cl:20])[C:12]=3[C:4]=2[CH:3]=1.[NH2:25][N:26]1[CH2:31][CH2:30][CH2:29][CH2:28][CH2:27]1, predict the reaction product. The product is: [N:26]1([NH:25][C:21]([C:9]2[C:8]3[CH2:7][CH2:6][C:5]4[S:24][C:2]([Br:1])=[CH:3][C:4]=4[C:12]=3[N:11]([C:13]3[CH:18]=[CH:17][C:16]([Cl:19])=[CH:15][C:14]=3[Cl:20])[N:10]=2)=[O:22])[CH2:31][CH2:30][CH2:29][CH2:28][CH2:27]1. (4) Given the reactants [CH3:1][O:2][C:3]1[CH:16]=[CH:15][C:6]([CH2:7][C:8]2[CH:13]=[CH:12][CH:11]=[CH:10][C:9]=2[OH:14])=[CH:5][CH:4]=1.[C:17]([O:20][C@@H:21]1[C@@H:33]([O:34][C:35](=[O:37])[CH3:36])[C@H:32]([O:38][C:39](=[O:41])[CH3:40])[C@@H:31]([CH2:42][O:43][C:44](=[O:46])[CH3:45])[O:30][C@@H:22]1OC(=N)C(Cl)(Cl)Cl)(=[O:19])[CH3:18], predict the reaction product. The product is: [C:17]([O:20][C@@H:21]1[C@@H:33]([O:34][C:35](=[O:37])[CH3:36])[C@H:32]([O:38][C:39](=[O:41])[CH3:40])[C@@H:31]([CH2:42][O:43][C:44](=[O:46])[CH3:45])[O:30][C@H:22]1[O:14][C:9]1[CH:10]=[CH:11][CH:12]=[CH:13][C:8]=1[CH2:7][C:6]1[CH:15]=[CH:16][C:3]([O:2][CH3:1])=[CH:4][CH:5]=1)(=[O:19])[CH3:18]. (5) Given the reactants [C:1]([O:5][C:6]([C:8]1([CH2:11][CH:12]=O)[CH2:10][CH2:9]1)=[O:7])([CH3:4])([CH3:3])[CH3:2].[C:14]([O:18][C:19](=[O:29])[CH2:20][NH:21][CH2:22][C:23]1[CH:28]=[CH:27][CH:26]=[CH:25][CH:24]=1)([CH3:17])([CH3:16])[CH3:15].C(O[BH-](OC(=O)C)OC(=O)C)(=O)C.[Na+].C(O)(=O)C.C(=O)([O-])O.[Na+], predict the reaction product. The product is: [C:1]([O:5][C:6]([C:8]1([CH2:11][CH2:12][N:21]([CH2:22][C:23]2[CH:28]=[CH:27][CH:26]=[CH:25][CH:24]=2)[CH2:20][C:19]([O:18][C:14]([CH3:17])([CH3:15])[CH3:16])=[O:29])[CH2:9][CH2:10]1)=[O:7])([CH3:2])([CH3:3])[CH3:4]. (6) Given the reactants [Br:1]Br.[CH:3]1[CH:4]=[C:5]2[C:10]3=[C:11]([C:13]([O:15][C:16](=[O:17])[C:9]3=[CH:8][CH:7]=[CH:6]2)=[O:14])[CH:12]=1, predict the reaction product. The product is: [CH:3]1[CH:12]=[C:11]2[C:13]([O:15][C:16](=[O:17])[C:9]3=[C:10]2[C:5](=[CH:6][C:7]([Br:1])=[CH:8]3)[CH:4]=1)=[O:14].